From a dataset of NCI-60 drug combinations with 297,098 pairs across 59 cell lines. Regression. Given two drug SMILES strings and cell line genomic features, predict the synergy score measuring deviation from expected non-interaction effect. (1) Drug 1: C#CCC(CC1=CN=C2C(=N1)C(=NC(=N2)N)N)C3=CC=C(C=C3)C(=O)NC(CCC(=O)O)C(=O)O. Drug 2: CN(CCCl)CCCl.Cl. Cell line: IGROV1. Synergy scores: CSS=12.5, Synergy_ZIP=-5.62, Synergy_Bliss=1.29, Synergy_Loewe=-0.498, Synergy_HSA=-0.483. (2) Drug 1: CC12CCC3C(C1CCC2=O)CC(=C)C4=CC(=O)C=CC34C. Drug 2: CCC1=CC2CC(C3=C(CN(C2)C1)C4=CC=CC=C4N3)(C5=C(C=C6C(=C5)C78CCN9C7C(C=CC9)(C(C(C8N6C)(C(=O)OC)O)OC(=O)C)CC)OC)C(=O)OC.C(C(C(=O)O)O)(C(=O)O)O. Cell line: OVCAR-5. Synergy scores: CSS=64.7, Synergy_ZIP=3.79, Synergy_Bliss=0.508, Synergy_Loewe=-9.48, Synergy_HSA=3.80. (3) Drug 1: C1=NC2=C(N=C(N=C2N1C3C(C(C(O3)CO)O)O)F)N. Drug 2: C1=NC2=C(N=C(N=C2N1C3C(C(C(O3)CO)O)F)Cl)N. Cell line: MDA-MB-231. Synergy scores: CSS=24.3, Synergy_ZIP=-9.40, Synergy_Bliss=-2.36, Synergy_Loewe=-32.2, Synergy_HSA=-2.54. (4) Drug 1: C1=CC(=CC=C1C#N)C(C2=CC=C(C=C2)C#N)N3C=NC=N3. Drug 2: C1=NC2=C(N1)C(=S)N=CN2. Cell line: UO-31. Synergy scores: CSS=11.6, Synergy_ZIP=0.243, Synergy_Bliss=3.31, Synergy_Loewe=-0.541, Synergy_HSA=-0.539. (5) Drug 1: C1=CC(=CC=C1CCCC(=O)O)N(CCCl)CCCl. Drug 2: C1C(C(OC1N2C=NC3=C2NC=NCC3O)CO)O. Cell line: M14. Synergy scores: CSS=2.24, Synergy_ZIP=-1.35, Synergy_Bliss=0.197, Synergy_Loewe=-0.617, Synergy_HSA=-0.529. (6) Drug 1: CN1C(=O)N2C=NC(=C2N=N1)C(=O)N. Drug 2: CC12CCC3C(C1CCC2O)C(CC4=C3C=CC(=C4)O)CCCCCCCCCS(=O)CCCC(C(F)(F)F)(F)F. Cell line: OVCAR3. Synergy scores: CSS=2.40, Synergy_ZIP=-0.260, Synergy_Bliss=0.225, Synergy_Loewe=-5.97, Synergy_HSA=-0.585. (7) Drug 1: C1CC(=O)NC(=O)C1N2C(=O)C3=CC=CC=C3C2=O. Cell line: DU-145. Synergy scores: CSS=3.76, Synergy_ZIP=2.81, Synergy_Bliss=9.46, Synergy_Loewe=-0.688, Synergy_HSA=0.678. Drug 2: C1C(C(OC1N2C=NC3=C2NC=NCC3O)CO)O. (8) Drug 1: C1=CC(=C2C(=C1NCCNCCO)C(=O)C3=C(C=CC(=C3C2=O)O)O)NCCNCCO. Drug 2: C1CC(=O)NC(=O)C1N2C(=O)C3=CC=CC=C3C2=O. Cell line: SNB-19. Synergy scores: CSS=52.1, Synergy_ZIP=4.98, Synergy_Bliss=7.05, Synergy_Loewe=-29.2, Synergy_HSA=6.61. (9) Drug 1: CC1=CC=C(C=C1)C2=CC(=NN2C3=CC=C(C=C3)S(=O)(=O)N)C(F)(F)F. Drug 2: C1CN(CCN1C(=O)CCBr)C(=O)CCBr. Cell line: U251. Synergy scores: CSS=27.4, Synergy_ZIP=3.15, Synergy_Bliss=7.13, Synergy_Loewe=-6.08, Synergy_HSA=5.16. (10) Drug 1: C1CC(=O)NC(=O)C1N2CC3=C(C2=O)C=CC=C3N. Drug 2: C1CNP(=O)(OC1)N(CCCl)CCCl. Cell line: SK-OV-3. Synergy scores: CSS=4.33, Synergy_ZIP=0.405, Synergy_Bliss=4.79, Synergy_Loewe=0.391, Synergy_HSA=1.53.